This data is from Full USPTO retrosynthesis dataset with 1.9M reactions from patents (1976-2016). The task is: Predict the reactants needed to synthesize the given product. (1) The reactants are: C[O-].[Na+].[Cl-].NC[NH+]=[N:8][C:9]([NH:11][C@H:12]1[C:21]2[C:16](=[C:17]([F:22])[CH:18]=[CH:19][CH:20]=2)[O:15][CH2:14][CH2:13]1)=[NH:10].[NH2:23][C:24]([NH:26][C:27](N)=N)=N.[F:30][CH:31]([F:37])C(OCC)=O. Given the product [F:30][CH:31]([F:37])[C:27]1[N:8]=[C:9]([NH:11][C@H:12]2[C:21]3[C:16](=[C:17]([F:22])[CH:18]=[CH:19][CH:20]=3)[O:15][CH2:14][CH2:13]2)[N:10]=[C:24]([NH2:23])[N:26]=1, predict the reactants needed to synthesize it. (2) Given the product [Cl:10][CH2:11][C:12]([N:1]1[C:9]2[C:4](=[CH:5][CH:6]=[CH:7][CH:8]=2)[CH2:3][CH2:2]1)=[O:13], predict the reactants needed to synthesize it. The reactants are: [NH:1]1[C:9]2[C:4](=[CH:5][CH:6]=[CH:7][CH:8]=2)[CH2:3][CH2:2]1.[Cl:10][CH2:11][C:12](Cl)=[O:13].O. (3) Given the product [Br:17][C:18]1[CH:19]=[C:20]([CH:21]2[CH2:26][C:27]([CH3:29])([CH3:28])[C:12]3[C:13](=[CH:14][CH:15]=[C:10]([S:7]([N:1]4[CH2:2][CH2:3][O:4][CH2:5][CH2:6]4)(=[O:9])=[O:8])[CH:11]=3)[NH:16]2)[CH:23]=[CH:24][CH:25]=1, predict the reactants needed to synthesize it. The reactants are: [N:1]1([S:7]([C:10]2[CH:15]=[CH:14][C:13]([NH2:16])=[CH:12][CH:11]=2)(=[O:9])=[O:8])[CH2:6][CH2:5][O:4][CH2:3][CH2:2]1.[Br:17][C:18]1[CH:19]=[C:20]([CH:23]=[CH:24][CH:25]=1)[CH:21]=O.[CH2:26]=[C:27]([CH3:29])[CH3:28].FC(F)(F)S([O-])(=O)=O.[Yb+3].FC(F)(F)S([O-])(=O)=O.FC(F)(F)S([O-])(=O)=O. (4) Given the product [Cl:11][C:12]1[CH:17]=[CH:16][C:15]([C:2]2[CH:7]=[CH:6][CH:5]=[CH:4][C:3]=2[N+:8]([O-:10])=[O:9])=[CH:14][CH:13]=1, predict the reactants needed to synthesize it. The reactants are: Br[C:2]1[CH:7]=[CH:6][CH:5]=[CH:4][C:3]=1[N+:8]([O-:10])=[O:9].[Cl:11][C:12]1[CH:17]=[CH:16][C:15](B(O)O)=[CH:14][CH:13]=1.P([O-])([O-])([O-])=O.[K+].[K+].[K+].CN(C)C=O. (5) Given the product [Cl:1][CH:2]([C:14]1[CH:19]=[CH:18][CH:17]=[CH:16][CH:15]=1)[C:3]([C:5]1[C:13]2[C:8](=[CH:9][CH:10]=[CH:11][CH:12]=2)[N:7]([CH2:21][CH2:22][OH:23])[CH:6]=1)=[O:4].[OH:23][CH2:22][CH2:21][N:7]1[C:8]2[C:13](=[CH:12][CH:11]=[CH:10][CH:9]=2)[C:5]([C:3](=[O:4])[CH:2]([NH:7][C:8]2[CH:13]=[CH:12][CH:11]=[C:10]([O:27][CH3:24])[CH:9]=2)[C:14]2[CH:19]=[CH:18][CH:17]=[CH:16][CH:15]=2)=[CH:6]1, predict the reactants needed to synthesize it. The reactants are: [Cl:1][CH:2]([C:14]1[CH:19]=[CH:18][CH:17]=[CH:16][CH:15]=1)[C:3]([C:5]1[C:13]2[C:8](=[CH:9][CH:10]=[CH:11][CH:12]=2)[NH:7][CH:6]=1)=[O:4].Br[CH2:21][CH2:22][OH:23].[C:24](=[O:27])([O-])[O-].[K+].[K+]. (6) Given the product [Cl:4][C:5]1[CH:6]=[C:7]([CH:10]=[CH:11][C:12]=1[S:2][CH3:1])[C:8]#[N:9], predict the reactants needed to synthesize it. The reactants are: [CH3:1][S-:2].[Na+].[Cl:4][C:5]1[CH:6]=[C:7]([CH:10]=[CH:11][C:12]=1F)[C:8]#[N:9]. (7) Given the product [Br:1][C:2]1[C:3]([CH3:19])=[C:4]([N:13]([CH:14]2[CH2:18][CH2:17][CH2:16][CH2:15]2)[CH3:20])[C:5]([CH3:12])=[C:6]([CH:11]=1)[C:7]([O:9][CH3:10])=[O:8], predict the reactants needed to synthesize it. The reactants are: [Br:1][C:2]1[C:3]([CH3:19])=[C:4]([NH:13][CH:14]2[CH2:18][CH2:17][CH2:16][CH2:15]2)[C:5]([CH3:12])=[C:6]([CH:11]=1)[C:7]([O:9][CH3:10])=[O:8].[C:20](=O)([O-])[O-].[Cs+].[Cs+].C(I)C. (8) Given the product [CH3:3][CH2:2][CH2:1][CH:7]([CH3:14])[CH3:8].[C:1]1([CH:7]([C:14]2[CH:15]=[CH:16][C:17]([C:20]3[CH:25]=[CH:24][CH:23]=[CH:22][CH:21]=3)=[CH:18][CH:19]=2)[CH2:8][C:9]([O:11][CH2:12][CH3:13])=[O:10])[CH:2]=[CH:3][CH:4]=[CH:5][CH:6]=1, predict the reactants needed to synthesize it. The reactants are: [C:1]1([C:7]([C:14]2[CH:19]=[CH:18][C:17]([C:20]3[CH:25]=[CH:24][CH:23]=[CH:22][CH:21]=3)=[CH:16][CH:15]=2)=[CH:8][C:9]([O:11][CH2:12][CH3:13])=[O:10])[CH:6]=[CH:5][CH:4]=[CH:3][CH:2]=1.